Dataset: Peptide-MHC class I binding affinity with 185,985 pairs from IEDB/IMGT. Task: Regression. Given a peptide amino acid sequence and an MHC pseudo amino acid sequence, predict their binding affinity value. This is MHC class I binding data. The peptide sequence is ADILLHST. The MHC is Mamu-A11 with pseudo-sequence Mamu-A11. The binding affinity (normalized) is 0.424.